Dataset: Full USPTO retrosynthesis dataset with 1.9M reactions from patents (1976-2016). Task: Predict the reactants needed to synthesize the given product. (1) Given the product [CH3:1][O:2][C:3](=[O:18])[C:4]1[CH:9]=[C:8]([Cl:10])[C:7]([O:11][CH3:12])=[CH:6][C:5]=1[O:13][CH2:14][CH2:15][CH2:16][N:34]1[CH2:35][CH2:36][C:32]([C:29]2[CH:30]=[CH:31][C:26]([Cl:25])=[CH:27][CH:28]=2)([OH:37])[CH2:33]1, predict the reactants needed to synthesize it. The reactants are: [CH3:1][O:2][C:3](=[O:18])[C:4]1[CH:9]=[C:8]([Cl:10])[C:7]([O:11][CH3:12])=[CH:6][C:5]=1[O:13][CH2:14][CH2:15][CH2:16]Br.C([O-])([O-])=O.[K+].[K+].[Cl:25][C:26]1[CH:31]=[CH:30][C:29]([C:32]2([OH:37])[CH2:36][CH2:35][NH:34][CH2:33]2)=[CH:28][CH:27]=1. (2) Given the product [CH3:1][N:2]1[C:10]2[CH:9]=[CH:8][CH:7]=[C:6]3[CH2:11][CH2:12][NH:13][CH2:14][C:4]([C:5]=23)=[CH:3]1, predict the reactants needed to synthesize it. The reactants are: [CH3:1][N:2]1[C:10]2[CH:9]=[CH:8][CH:7]=[C:6]3[CH2:11][CH2:12][N:13](C(OC(C)(C)C)=O)[CH2:14][C:4]([C:5]=23)=[CH:3]1.Cl.C(OCC)(=O)C.[OH-].[Na+]. (3) Given the product [CH:15]1([C:19]2[C:28]([CH:29]3[CH2:30][CH2:31]3)=[CH:27][C:22]([C:23]([O:25][CH3:26])=[O:24])=[C:21]([O:32][CH2:8][CH3:9])[CH:20]=2)[CH2:18][CH2:17][CH2:16]1, predict the reactants needed to synthesize it. The reactants are: C(=O)([O-])[O-].[Cs+].[Cs+].I[CH2:8][CH3:9].CN(C=O)C.[CH:15]1([C:19]2[C:28]([CH:29]3[CH2:31][CH2:30]3)=[CH:27][C:22]([C:23]([O:25][CH3:26])=[O:24])=[C:21]([OH:32])[CH:20]=2)[CH2:18][CH2:17][CH2:16]1. (4) Given the product [O:12]=[C:8]1[CH2:9][CH2:10][CH:11]([CH2:14][C:13]([O:19][CH3:20])=[O:18])[C:7]1=[CH:2][CH2:3][CH2:4][CH2:5][CH3:6], predict the reactants needed to synthesize it. The reactants are: O[CH:2]([C:7]1[C:8](=[O:12])[CH2:9][CH2:10][CH:11]=1)[CH2:3][CH2:4][CH2:5][CH3:6].[C:13]([OH:19])(=[O:18])[C:14](C)(C)C.[CH3:20]C(C)(C)C([O-])([O-])[O-]. (5) Given the product [Cl:21][C:18]1[CH:19]=[CH:20][C:15]([NH:14][CH:11]2[CH2:12][CH2:13][NH:8][CH2:9][CH2:10]2)=[CH:16][CH:17]=1, predict the reactants needed to synthesize it. The reactants are: C(OC([N:8]1[CH2:13][CH2:12][CH:11]([NH:14][C:15]2[CH:20]=[CH:19][C:18]([Cl:21])=[CH:17][CH:16]=2)[CH2:10][CH2:9]1)=O)(C)(C)C.Cl.[OH-].[Na+].